This data is from Peptide-MHC class I binding affinity with 185,985 pairs from IEDB/IMGT. The task is: Regression. Given a peptide amino acid sequence and an MHC pseudo amino acid sequence, predict their binding affinity value. This is MHC class I binding data. (1) The peptide sequence is PLKVKDIPF. The MHC is HLA-B27:05 with pseudo-sequence HLA-B27:05. The binding affinity (normalized) is 0.0847. (2) The peptide sequence is GLSLSLCTL. The MHC is HLA-A02:01 with pseudo-sequence HLA-A02:01. The binding affinity (normalized) is 0.427. (3) The peptide sequence is FSFFMNENF. The MHC is HLA-A02:16 with pseudo-sequence HLA-A02:16. The binding affinity (normalized) is 0.0847. (4) The peptide sequence is ESSVKEKDM. The MHC is HLA-A30:01 with pseudo-sequence HLA-A30:01. The binding affinity (normalized) is 0.0847. (5) The peptide sequence is VVDALRNIY. The MHC is HLA-A80:01 with pseudo-sequence HLA-A80:01. The binding affinity (normalized) is 0.0847. (6) The peptide sequence is LVTGAGSGF. The MHC is HLA-B15:17 with pseudo-sequence HLA-B15:17. The binding affinity (normalized) is 0.538. (7) The peptide sequence is CPTLKKGFL. The MHC is HLA-B15:17 with pseudo-sequence HLA-B15:17. The binding affinity (normalized) is 0.0847. (8) The peptide sequence is MRDLRQHEV. The MHC is HLA-A02:19 with pseudo-sequence HLA-A02:19. The binding affinity (normalized) is 0.0847. (9) The peptide sequence is DMLLNVQTLI. The binding affinity (normalized) is 0.655. The MHC is HLA-A02:02 with pseudo-sequence HLA-A02:02.